This data is from Forward reaction prediction with 1.9M reactions from USPTO patents (1976-2016). The task is: Predict the product of the given reaction. (1) Given the reactants [CH2:1]([N:5]([CH2:31][CH:32]([CH3:34])[CH3:33])[CH2:6][CH2:7][CH2:8][CH2:9][N:10]([C:25]1[CH:30]=[CH:29][CH:28]=[CH:27][CH:26]=1)[NH:11][C:12](=[O:24])[C:13]1[CH:18]=[CH:17][C:16]([CH:19](OC)OC)=[CH:15][CH:14]=1)[CH:2]([CH3:4])[CH3:3].Cl.[NH2:36][CH2:37][C:38]1[NH:39][CH:40]=[CH:41][N:42]=1.CCN(C(C)C)C(C)C.[BH-](OC(C)=O)(OC(C)=O)OC(C)=O.[Na+], predict the reaction product. The product is: [NH:39]1[CH:40]=[CH:41][N:42]=[C:38]1[CH2:37][NH:36][CH2:19][C:16]1[CH:17]=[CH:18][C:13]([C:12]([NH:11][N:10]([CH2:9][CH2:8][CH2:7][CH2:6][N:5]([CH2:31][CH:32]([CH3:34])[CH3:33])[CH2:1][CH:2]([CH3:4])[CH3:3])[C:25]2[CH:30]=[CH:29][CH:28]=[CH:27][CH:26]=2)=[O:24])=[CH:14][CH:15]=1. (2) Given the reactants [C:1]([C:3]1[C:8]2[N:9]=[CH:10][N:11](C)[C:7]=2[CH:6]=[C:5]([C:13]2[CH:30]=[CH:29][C:16]([O:17][CH2:18][C:19]3[N:24]=[C:23]([C:25]([O:27]C)=O)[CH:22]=[CH:21][CH:20]=3)=[C:15]([C:31]([F:34])([F:33])[F:32])[CH:14]=2)[N:4]=1)#[N:2].[CH3:35][NH2:36], predict the reaction product. The product is: [CH3:35][NH:36][C:25]([C:23]1[N:24]=[C:19]([CH2:18][O:17][C:16]2[CH:29]=[CH:30][C:13]([C:5]3[N:4]=[C:3]([C:1]#[N:2])[C:8]4[N:9]=[CH:10][NH:11][C:7]=4[CH:6]=3)=[CH:14][C:15]=2[C:31]([F:33])([F:32])[F:34])[CH:20]=[CH:21][CH:22]=1)=[O:27].